This data is from Forward reaction prediction with 1.9M reactions from USPTO patents (1976-2016). The task is: Predict the product of the given reaction. (1) Given the reactants C([N:8]1[CH2:13][CH2:12][C@@H:11]([CH3:14])[C@@H:10]([N:15]([CH3:26])[C:16]2[C:17]3[CH:25]=[CH:24][NH:23][C:18]=3[N:19]=[C:20](Cl)[N:21]=2)[CH2:9]1)C1C=CC=CC=1, predict the reaction product. The product is: [CH3:26][N:15]([C@@H:10]1[C@H:11]([CH3:14])[CH2:12][CH2:13][NH:8][CH2:9]1)[C:16]1[C:17]2[CH:25]=[CH:24][NH:23][C:18]=2[N:19]=[CH:20][N:21]=1. (2) Given the reactants [F:1][C:2]1[CH:7]=[C:6]([F:8])[CH:5]=[CH:4][C:3]=1[C:9]1[N:10]=[C:11]2[CH2:30][CH2:29][CH2:28][N:12]2[C:13]=1[C:14]1[N:19]=[N:18][C:17]([NH:20][NH:21][C:22]([C:24]2([CH3:27])[CH2:26][CH2:25]2)=O)=[CH:16][CH:15]=1.S(Cl)(Cl)=O, predict the reaction product. The product is: [F:1][C:2]1[CH:7]=[C:6]([F:8])[CH:5]=[CH:4][C:3]=1[C:9]1[N:10]=[C:11]2[CH2:30][CH2:29][CH2:28][N:12]2[C:13]=1[C:14]1[CH:15]=[CH:16][C:17]2[N:18]([C:22]([C:24]3([CH3:27])[CH2:26][CH2:25]3)=[N:21][N:20]=2)[N:19]=1. (3) Given the reactants [F:1][C:2]1[CH:3]=[C:4]([C:9]2[CH:10]=[C:11]([CH:16]=[CH:17][N:18]=2)[C:12]([O:14][CH3:15])=[O:13])[CH:5]=[CH:6][C:7]=1[F:8].[ClH:19], predict the reaction product. The product is: [ClH:19].[F:1][C:2]1[CH:3]=[C:4]([CH:9]2[CH2:10][CH:11]([C:12]([O:14][CH3:15])=[O:13])[CH2:16][CH2:17][NH:18]2)[CH:5]=[CH:6][C:7]=1[F:8]. (4) Given the reactants [C:1]([C:3]1[CH:11]=[CH:10][C:6]([C:7]([Cl:9])=[O:8])=[CH:5][CH:4]=1)#[N:2].[NH2:12][C:13]1[CH:28]=[CH:27][C:26]([O:29][CH3:30])=[CH:25][C:14]=1[C:15]([NH:17][C:18]1[CH:23]=[CH:22][C:21]([Cl:24])=[CH:20][N:19]=1)=[O:16].N1C=CC=CC=1, predict the reaction product. The product is: [ClH:9].[Cl:24][C:21]1[CH:22]=[CH:23][C:18]([NH:17][C:15](=[O:16])[C:14]2[CH:25]=[C:26]([O:29][CH3:30])[CH:27]=[CH:28][C:13]=2[NH:12][C:7](=[O:8])[C:6]2[CH:10]=[CH:11][C:3]([C:1]#[N:2])=[CH:4][CH:5]=2)=[N:19][CH:20]=1.